Dataset: Catalyst prediction with 721,799 reactions and 888 catalyst types from USPTO. Task: Predict which catalyst facilitates the given reaction. (1) Reactant: [S:1]1[C:5]2[CH:6]=[C:7]([NH2:10])[CH:8]=[CH:9][C:4]=2[N:3]=[CH:2]1.[CH3:11][C:12](=[CH:16][CH3:17])[C:13]([OH:15])=[O:14].C1(O)C=CC(O)=CC=1. Product: [S:1]1[C:5]2[CH:6]=[C:7]([NH:10][CH:16]([CH3:17])[CH:12]([CH3:11])[C:13]([OH:15])=[O:14])[CH:8]=[CH:9][C:4]=2[N:3]=[CH:2]1. The catalyst class is: 11. (2) Reactant: [CH3:1][O:2][C:3](=[O:21])[C:4]1[CH:9]=[CH:8][CH:7]=[CH:6][C:5]=1[S:10][C:11]1[CH:16]=[CH:15][C:14]([Cl:17])=[CH:13][C:12]=1[N+:18]([O-])=O.O.O.Cl[Sn]Cl. Product: [CH3:1][O:2][C:3](=[O:21])[C:4]1[CH:9]=[CH:8][CH:7]=[CH:6][C:5]=1[S:10][C:11]1[CH:16]=[CH:15][C:14]([Cl:17])=[CH:13][C:12]=1[NH2:18]. The catalyst class is: 14. (3) Reactant: [NH2:1][C:2]1[CH:7]=[CH:6][C:5]([C:8]([F:11])([F:10])[F:9])=[CH:4][C:3]=1[NH:12][CH:13]1[CH2:18][CH2:17][N:16]([C@H:19]2[CH2:23][CH2:22][N:21]([C:24]([O:26][CH2:27][CH3:28])=[O:25])[CH2:20]2)[CH2:15][CH2:14]1.C(N(CC)CC)C.Cl[C:37](Cl)([O:39]C(=O)OC(Cl)(Cl)Cl)Cl.O. Product: [F:9][C:8]([F:10])([F:11])[C:5]1[CH:6]=[CH:7][C:2]2[NH:1][C:37](=[O:39])[N:12]([CH:13]3[CH2:18][CH2:17][N:16]([C@H:19]4[CH2:23][CH2:22][N:21]([C:24]([O:26][CH2:27][CH3:28])=[O:25])[CH2:20]4)[CH2:15][CH2:14]3)[C:3]=2[CH:4]=1. The catalyst class is: 2. (4) Reactant: CB1OB(C)OB(C)O1.Br[C:11]1[CH:20]=[CH:19][CH:18]=[C:17]2[C:12]=1[CH:13]=[CH:14][C:15]([C:21]([O:23][CH3:24])=[O:22])=[CH:16]2.[C:25](=O)([O-])[O-].[K+].[K+]. Product: [CH3:24][O:23][C:21]([C:15]1[CH:14]=[CH:13][C:12]2[C:17](=[CH:18][CH:19]=[CH:20][C:11]=2[CH3:25])[CH:16]=1)=[O:22]. The catalyst class is: 77. (5) Reactant: C[O:2][C:3](=[O:33])[CH2:4][C:5]1[CH:10]=[CH:9][C:8]([O:11][C:12]2[CH:17]=[CH:16][C:15]([C:18]([F:21])([F:20])[F:19])=[CH:14][C:13]=2[NH:22][S:23]([C:26]2[CH:31]=[CH:30][C:29]([CH3:32])=[CH:28][CH:27]=2)(=[O:25])=[O:24])=[CH:7][CH:6]=1.[OH-].[Li+].Cl. Product: [C:29]1([CH3:32])[CH:28]=[CH:27][C:26]([S:23]([NH:22][C:13]2[CH:14]=[C:15]([C:18]([F:21])([F:19])[F:20])[CH:16]=[CH:17][C:12]=2[O:11][C:8]2[CH:7]=[CH:6][C:5]([CH2:4][C:3]([OH:33])=[O:2])=[CH:10][CH:9]=2)(=[O:24])=[O:25])=[CH:31][CH:30]=1. The catalyst class is: 24.